Dataset: Forward reaction prediction with 1.9M reactions from USPTO patents (1976-2016). Task: Predict the product of the given reaction. (1) Given the reactants Cl[C:2]1[N:7]=[C:6]([Cl:8])[N:5]=[C:4]([NH:9][C:10]2[NH:14][N:13]=[C:12]([CH:15]3[CH2:17][CH2:16]3)[CH:11]=2)[N:3]=1.[OH:18][C@@H:19]1[CH2:23][NH:22][C@H:21]([C:24]([NH:26][C:27]2[S:28][CH:29]=[CH:30][N:31]=2)=[O:25])[CH2:20]1.ClC1N=C(NC2NN=C(C3CC3)C=2)N=C(N2CCC[C@@]2(C)C(NC2C=NC(F)=CC=2)=O)N=1, predict the reaction product. The product is: [Cl:8][C:6]1[N:5]=[C:4]([NH:9][C:10]2[CH:11]=[C:12]([CH:15]3[CH2:17][CH2:16]3)[NH:13][N:14]=2)[N:3]=[C:2]([N:22]2[CH2:23][C@@H:19]([OH:18])[CH2:20][C@H:21]2[C:24]([NH:26][C:27]2[S:28][CH:29]=[CH:30][N:31]=2)=[O:25])[N:7]=1. (2) Given the reactants [NH2:1][C:2]1[N:3]=[C:4]2[CH:9]=[CH:8][C:7]([O:10][C:11]3[CH:12]=[C:13]([NH:17][C:18](=[O:29])[C:19]4[CH:24]=[CH:23][CH:22]=[C:21]([C:25]([F:28])([F:27])[F:26])[CH:20]=4)[CH:14]=[CH:15][CH:16]=3)=[N:6][N:5]2[CH:30]=1.[CH3:31][S:32]([CH2:35][C:36](O)=[O:37])(=[O:34])=[O:33].Cl.CN(C)CCCN=C=NCC.ON1C2C=CC=CC=2N=N1.C(N(CC)CC)C, predict the reaction product. The product is: [CH3:31][S:32]([CH2:35][C:36]([NH:1][C:2]1[N:3]=[C:4]2[CH:9]=[CH:8][C:7]([O:10][C:11]3[CH:12]=[C:13]([NH:17][C:18](=[O:29])[C:19]4[CH:24]=[CH:23][CH:22]=[C:21]([C:25]([F:28])([F:27])[F:26])[CH:20]=4)[CH:14]=[CH:15][CH:16]=3)=[N:6][N:5]2[CH:30]=1)=[O:37])(=[O:34])=[O:33]. (3) Given the reactants [N+:1]([O:4][CH2:5][CH:6]([CH2:8][O:9][N+:10]([O-:12])=[O:11])[OH:7])([O-:3])=[O:2].[N+]([O-])(O)=O, predict the reaction product. The product is: [N+:1]([O-:3])([O:4][CH2:5][CH:6]1[O:9][CH2:8]1)=[O:2].[N+:1]([O:4][CH2:5][CH:6]([CH2:8][O:9][N+:10]([O-:12])=[O:11])[OH:7])([O-:3])=[O:2].